Dataset: Catalyst prediction with 721,799 reactions and 888 catalyst types from USPTO. Task: Predict which catalyst facilitates the given reaction. Reactant: [C:1]([O:5][C:6]([N:8]1[CH2:13][CH2:12][CH:11]([OH:14])[CH2:10][CH2:9]1)=[O:7])([CH3:4])([CH3:3])[CH3:2].[H-].[Na+].Cl[C:18]1[C:27]2[C:22](=[CH:23][C:24](F)=[C:25]([Cl:28])[CH:26]=2)[CH:21]=[CH:20][N:19]=1.[CH2:30]([OH:37])[C:31]1[CH:36]=[CH:35][CH:34]=[CH:33][CH:32]=1. Product: [C:1]([O:5][C:6]([N:8]1[CH2:13][CH2:12][CH:11]([O:14][C:24]2[CH:23]=[C:22]3[C:27](=[CH:26][C:25]=2[Cl:28])[C:18]([O:37][CH2:30][C:31]2[CH:36]=[CH:35][CH:34]=[CH:33][CH:32]=2)=[N:19][CH:20]=[CH:21]3)[CH2:10][CH2:9]1)=[O:7])([CH3:4])([CH3:2])[CH3:3]. The catalyst class is: 44.